Dataset: Full USPTO retrosynthesis dataset with 1.9M reactions from patents (1976-2016). Task: Predict the reactants needed to synthesize the given product. (1) The reactants are: [OH:1][C:2]1[CH:14]=[CH:13][C:5]2[CH:6]([CH2:9][C:10]([OH:12])=[O:11])[CH2:7][O:8][C:4]=2[CH:3]=1.[C:15]1([C@H:21]([NH2:24])[CH2:22][CH3:23])[CH:20]=[CH:19][CH:18]=[CH:17][CH:16]=1. Given the product [C:15]1([C@H:21]([NH2:24])[CH2:22][CH3:23])[CH:20]=[CH:19][CH:18]=[CH:17][CH:16]=1.[OH:1][C:2]1[CH:14]=[CH:13][C:5]2[C@H:6]([CH2:9][C:10]([OH:12])=[O:11])[CH2:7][O:8][C:4]=2[CH:3]=1, predict the reactants needed to synthesize it. (2) The reactants are: [C:1]([O:5][C:6](=[O:26])[N:7]([CH2:16][CH2:17][C:18]1[C:23]([Cl:24])=[CH:22][CH:21]=[CH:20][C:19]=1[Cl:25])[CH2:8][C:9]1[CH:14]=[CH:13][CH:12]=[C:11](I)[CH:10]=1)([CH3:4])([CH3:3])[CH3:2].C[O-].[CH2:29]([Sn+](CCCC)CCCC)[CH2:30][CH2:31]C.C(OC=CC(=C)C)(=[O:44])C.C1(C)C=CC=CC=1P(C1C=CC=CC=1C)C1C=CC=CC=1C. Given the product [C:1]([O:5][C:6](=[O:26])[N:7]([CH2:16][CH2:17][C:18]1[C:23]([Cl:24])=[CH:22][CH:21]=[CH:20][C:19]=1[Cl:25])[CH2:8][C:9]1[CH:14]=[CH:13][CH:12]=[C:11]([CH2:29][C:30](=[O:44])[CH3:31])[CH:10]=1)([CH3:4])([CH3:3])[CH3:2], predict the reactants needed to synthesize it. (3) Given the product [C:35]([C:32]1[CH:31]=[CH:30][C:29]([C@H:5]([OH:4])[CH2:6][CH2:7][CH2:8][N:9]2[CH2:14][CH2:13][CH:12]([C:15]([OH:28])([C:22]3[CH:27]=[CH:26][CH:25]=[CH:24][CH:23]=3)[C:16]3[CH:17]=[CH:18][CH:19]=[CH:20][CH:21]=3)[CH2:11][CH2:10]2)=[CH:34][CH:33]=1)([CH3:38])([CH3:36])[CH3:37], predict the reactants needed to synthesize it. The reactants are: C([O:4][C@@H:5]([C:29]1[CH:34]=[CH:33][C:32]([C:35]([CH3:38])([CH3:37])[CH3:36])=[CH:31][CH:30]=1)[CH2:6][CH2:7][CH2:8][N:9]1[CH2:14][CH2:13][CH:12]([C:15]([OH:28])([C:22]2[CH:27]=[CH:26][CH:25]=[CH:24][CH:23]=2)[C:16]2[CH:21]=[CH:20][CH:19]=[CH:18][CH:17]=2)[CH2:11][CH2:10]1)(=O)C.[H-].[Al+3].[Li+].[H-].[H-].[H-]. (4) The reactants are: [Cl:1][C:2]1[CH:25]=[CH:24][CH:23]=[CH:22][C:3]=1[C:4]([NH:6][C:7]1[CH:12]=[CH:11][C:10]([S:13][C:14]2[N:19]=[C:18]([Cl:20])[CH:17]=[C:16](Cl)[N:15]=2)=[CH:9][CH:8]=1)=[O:5].[S:26]1[C:30]([NH2:31])=[N:29][CH:28]=[N:27]1.C(=O)([O-])[O-].[Na+].[Na+]. Given the product [S:26]1[C:30]([NH:31][C:16]2[CH:17]=[C:18]([Cl:20])[N:19]=[C:14]([S:13][C:10]3[CH:11]=[CH:12][C:7]([NH:6][C:4](=[O:5])[C:3]4[CH:22]=[CH:23][CH:24]=[CH:25][C:2]=4[Cl:1])=[CH:8][CH:9]=3)[N:15]=2)=[N:29][CH:28]=[N:27]1, predict the reactants needed to synthesize it. (5) Given the product [CH3:55][CH:52]1[N:51]([C:56]2[CH:61]=[CH:60][C:59]([C:62]([N:64]3[CH2:69][CH2:68][N:67]([C:70]4[C:75]([CH3:76])=[CH:74][C:73]([CH3:77])=[C:72]([CH3:78])[N:71]=4)[CH2:66][CH2:65]3)=[O:63])=[CH:58][N:57]=2)[C:50](=[O:79])[NH:49][C:53]1=[O:54], predict the reactants needed to synthesize it. The reactants are: BrC1N=CC(C(N2CCN(C3C(C)=CC(C)=C(C)N=3)CC2)=O)=CC=1.COC1C=CC(CN2C(=O)C(C)NC2=O)=CC=1.COC1C=CC(C[N:49]2[C:53](=[O:54])[CH:52]([CH3:55])[N:51]([C:56]3[CH:61]=[CH:60][C:59]([C:62]([N:64]4[CH2:69][CH2:68][N:67]([C:70]5[C:75]([CH3:76])=[CH:74][C:73]([CH3:77])=[C:72]([CH3:78])[N:71]=5)[CH2:66][CH2:65]4)=[O:63])=[CH:58][N:57]=3)[C:50]2=[O:79])=CC=1. (6) Given the product [CH3:1][N:2]1[C:32](=[O:31])[C:23]2[C:22](=[CH:21][C:59]([C:58]([O:57][CH3:56])=[O:7])=[CH:25][CH:24]=2)[NH:5][C:3]1=[O:4], predict the reactants needed to synthesize it. The reactants are: [CH3:1][NH:2][C:3]([NH2:5])=[O:4].C(=O)([O-])[O-:7].[Cs+].[Cs+].C1(P(C2C=CC=CC=2)C2[C:32]3[O:31]C4[C:25](=CC=CC=4P(C4C=CC=CC=4)C4C=CC=CC=4)[C:24](C)(C)[C:23]=3[CH:22]=[CH:21]C=2)C=CC=CC=1.O1[CH2:59][CH2:58][O:57][CH2:56]C1. (7) Given the product [CH3:1][C:2]1([CH3:40])[O:7][C:6]2[CH:8]=[CH:9][C:10]([C@H:12]3[O:16][C:15](=[O:17])[N:14]([CH2:18][CH2:19][C:20]4[CH:39]=[CH:38][C:23]([O:24][CH2:25][CH2:26][O:27][CH2:28][C:29]5[CH:30]=[C:31]([CH:35]=[CH:36][CH:37]=5)[C:32]([NH:44][CH:41]([CH3:43])[CH3:42])=[O:33])=[CH:22][CH:21]=4)[CH2:13]3)=[CH:11][C:5]=2[CH2:4][O:3]1, predict the reactants needed to synthesize it. The reactants are: [CH3:1][C:2]1([CH3:40])[O:7][C:6]2[CH:8]=[CH:9][C:10]([C@H:12]3[O:16][C:15](=[O:17])[N:14]([CH2:18][CH2:19][C:20]4[CH:39]=[CH:38][C:23]([O:24][CH2:25][CH2:26][O:27][CH2:28][C:29]5[CH:30]=[C:31]([CH:35]=[CH:36][CH:37]=5)[C:32](O)=[O:33])=[CH:22][CH:21]=4)[CH2:13]3)=[CH:11][C:5]=2[CH2:4][O:3]1.[CH:41]([NH2:44])([CH3:43])[CH3:42].C(N(C(C)C)CC)(C)C.F[P-](F)(F)(F)(F)F.N1(OC(N(C)C)=[N+](C)C)C2C=CC=CC=2N=N1. (8) Given the product [Cl:14][C:6]1[CH:7]=[C:8]([C:10]([F:13])([F:12])[F:11])[CH:9]=[C:4]([Cl:3])[C:5]=1[N:15]1[C:19]([NH:20][CH3:21])=[C:18]([CH2:26][S:27][CH3:28])[C:17]([C:29]#[N:30])=[N:16]1, predict the reactants needed to synthesize it. The reactants are: [BH4-].[Na+].[Cl:3][C:4]1[CH:9]=[C:8]([C:10]([F:13])([F:12])[F:11])[CH:7]=[C:6]([Cl:14])[C:5]=1[N:15]1[C:19]([NH:20][C:21](OCC)=O)=[C:18]([CH2:26][S:27][CH3:28])[C:17]([C:29]#[N:30])=[N:16]1. (9) Given the product [CH3:8][C:6]1([CH3:7])[C:2]([CH3:16])([CH3:1])[O:3][B:4]([C:9]2[CH:10]=[CH:11][C:12]([NH:15][C:26]([NH:25][C:21]3[CH:22]=[CH:23][CH:24]=[C:19]([C:18]([F:17])([F:28])[F:29])[CH:20]=3)=[O:27])=[N:13][CH:14]=2)[O:5]1, predict the reactants needed to synthesize it. The reactants are: [CH3:1][C:2]1([CH3:16])[C:6]([CH3:8])([CH3:7])[O:5][B:4]([C:9]2[CH:10]=[CH:11][C:12]([NH2:15])=[N:13][CH:14]=2)[O:3]1.[F:17][C:18]([F:29])([F:28])[C:19]1[CH:20]=[C:21]([N:25]=[C:26]=[O:27])[CH:22]=[CH:23][CH:24]=1.